This data is from Catalyst prediction with 721,799 reactions and 888 catalyst types from USPTO. The task is: Predict which catalyst facilitates the given reaction. (1) Product: [Br:22][C:13]1[C:14]2[C:5]([CH:6]=[C:7]3[C:12]=1[CH:11]=[CH:10][CH:9]=[CH:8]3)=[CH:4][CH:3]=[CH:2][CH:1]=2. The catalyst class is: 53. Reactant: [CH:1]1[C:14]2[C:5](=[CH:6][C:7]3[C:12]([CH:13]=2)=[CH:11][CH:10]=[CH:9][CH:8]=3)[CH:4]=[CH:3][CH:2]=1.C1C(=O)N([Br:22])C(=O)C1.CC(N=NC(C#N)(C)C)(C#N)C. (2) Reactant: [C:1]([O:4][CH:5]1[CH2:10][CH:9]2[NH:11][CH:6]1[CH2:7][C@H:8]2[C:12]([O:14][CH2:15]C)=[O:13])(=[O:3])[CH3:2].O=C1CC2(C(OC)=O)N(C(OC(C)(C)C)=O)C1CC2.C(N[C@H]1[C@H](C(OC)=O)CC=CC1)(=O)C.C(=O)([O-])[O-].[Na+].[Na+].[C:56](Cl)([O:58][CH2:59][C:60]1[CH:65]=[CH:64][CH:63]=[CH:62][CH:61]=1)=[O:57]. Product: [C:1]([O:4][CH:5]1[CH2:10][CH:9]2[N:11]([C:56]([O:58][CH2:59][C:60]3[CH:65]=[CH:64][CH:63]=[CH:62][CH:61]=3)=[O:57])[CH:6]1[CH2:7][CH:8]2[C:12]([O:14][CH3:15])=[O:13])(=[O:3])[CH3:2]. The catalyst class is: 34. (3) Reactant: [CH3:1][CH:2]([CH3:14])[C@H:3]([NH:7][C:8]([O:10][CH:11]([CH3:13])[CH3:12])=[O:9])[C:4]([OH:6])=O.C(N1C=CN=C1)(N1C=CN=C1)=O.[NH2:27][C@@H:28]([CH:40]([CH3:42])[CH3:41])[CH2:29][NH:30][C:31]([C:33]1[CH:38]=[CH:37][CH:36]=[C:35]([Cl:39])[N:34]=1)=[O:32]. Product: [Cl:39][C:35]1[N:34]=[C:33]([C:31]([NH:30][CH2:29][C@@H:28]([NH:27][C:4](=[O:6])[C@@H:3]([NH:7][C:8]([O:10][CH:11]([CH3:13])[CH3:12])=[O:9])[CH:2]([CH3:1])[CH3:14])[CH:40]([CH3:41])[CH3:42])=[O:32])[CH:38]=[CH:37][CH:36]=1. The catalyst class is: 4. (4) The catalyst class is: 469. Reactant: C[Li].Br[C:4]1[CH:5]=[C:6]([CH:9]=[CH:10][CH:11]=1)[NH:7][CH3:8].C([Li])(C)(C)C.[B:17](OC)([O:20]C)[O:18]C.Cl. Product: [CH3:8][NH:7][C:6]1[CH:5]=[C:4]([B:17]([OH:20])[OH:18])[CH:11]=[CH:10][CH:9]=1. (5) Reactant: C(=O)([O-])[O-].[Na+].[Na+].[C:7]1(B(O)O)[CH:12]=[CH:11][CH:10]=[CH:9][CH:8]=1.C([N:19]1[C:27]2[C:22](=[CH:23][CH:24]=[CH:25][CH:26]=2)[C:21]([C:28]2[N:32](C(=O)C)[C:31]3[CH:36]=[CH:37][C:38](Br)=[CH:39][C:30]=3[N:29]=2)=[N:20]1)(=O)C. Product: [C:7]1([C:37]2[CH:38]=[CH:39][C:30]3[N:29]=[C:28]([C:21]4[NH:20][N:19]=[C:27]5[C:22]=4[CH:23]=[CH:24][CH:25]=[CH:26]5)[NH:32][C:31]=3[CH:36]=2)[CH:12]=[CH:11][CH:10]=[CH:9][CH:8]=1. The catalyst class is: 54. (6) Reactant: [C:1]([C:4]1[CH:5]([C:16]2[CH:23]=[CH:22][C:19]([C:20]#[N:21])=[CH:18][C:17]=2[O:24][CH3:25])[C:6]2[C:11](=[O:12])[NH:10][N:9]=[CH:8][C:7]=2[NH:13][C:14]=1[CH3:15])(=[O:3])[CH3:2].ClCCl.F[B-](F)(F)F.[CH2:34]([O+](CC)CC)[CH3:35].CO. Product: [C:1]([C:4]1[CH:5]([C:16]2[CH:23]=[CH:22][C:19]([C:20]#[N:21])=[CH:18][C:17]=2[O:24][CH3:25])[C:6]2[C:7]([NH:13][C:14]=1[CH3:15])=[CH:8][N:9]=[N:10][C:11]=2[O:12][CH2:34][CH3:35])(=[O:3])[CH3:2]. The catalyst class is: 6.